This data is from Full USPTO retrosynthesis dataset with 1.9M reactions from patents (1976-2016). The task is: Predict the reactants needed to synthesize the given product. (1) The reactants are: [CH:1]1([C:6]2[C:7]([O:15][CH2:16][C:17]([F:20])([F:19])[F:18])=[N:8][CH:9]=[C:10]([CH:14]=2)[C:11]([OH:13])=O)[CH2:5][CH2:4][CH2:3][CH2:2]1.[NH2:21][C:22]1[CH:29]=[CH:28][C:25]([C:26]#[N:27])=[CH:24][CH:23]=1. Given the product [C:26]([C:25]1[CH:28]=[CH:29][C:22]([NH:21][C:11](=[O:13])[C:10]2[CH:14]=[C:6]([CH:1]3[CH2:2][CH2:3][CH2:4][CH2:5]3)[C:7]([O:15][CH2:16][C:17]([F:20])([F:19])[F:18])=[N:8][CH:9]=2)=[CH:23][CH:24]=1)#[N:27], predict the reactants needed to synthesize it. (2) Given the product [Cl:13][C:10]1[C:9]2[C:4](=[CH:5][C:6]([F:14])=[CH:7][CH:8]=2)[N:3]=[C:2]([C:18]2[CH:19]=[CH:20][CH:21]=[CH:22][C:17]=2[S:16][CH3:15])[C:11]=1[CH3:12], predict the reactants needed to synthesize it. The reactants are: Cl[C:2]1[C:11]([CH3:12])=[C:10]([Cl:13])[C:9]2[C:4](=[CH:5][C:6]([F:14])=[CH:7][CH:8]=2)[N:3]=1.[CH3:15][S:16][C:17]1[CH:22]=[CH:21][CH:20]=[CH:19][C:18]=1B(O)O.C(=O)([O-])[O-].[Na+].[Na+].C(#N)C. (3) Given the product [CH3:1][O:2][C:3](=[O:12])[C:4]1[CH:9]=[CH:8][CH:7]=[CH:6][C:5]=1[CH2:10][P:16]([O:17][CH2:18][CH3:19])([O:15][CH2:13][CH3:14])=[O:20], predict the reactants needed to synthesize it. The reactants are: [CH3:1][O:2][C:3](=[O:12])[C:4]1[CH:9]=[CH:8][CH:7]=[CH:6][C:5]=1[CH2:10]Br.[CH2:13]([O:15][P:16]([O:20]CC)[O:17][CH2:18][CH3:19])[CH3:14]. (4) Given the product [NH3:4].[ClH:15].[OH:14][C:9]1[NH:10][C:11]2[C:7]([C:8]=1[C:16]1[CH:21]=[CH:20][C:19]([CH2:22][N:23]3[CH2:27][CH2:26][CH2:25][CH2:24]3)=[CH:18][N:17]=1)=[CH:6][C:5]([C:3]#[N:4])=[CH:13][CH:12]=2, predict the reactants needed to synthesize it. The reactants are: [H-].[Na+].[C:3]([C:5]1[CH:6]=[C:7]2[C:11](=[CH:12][CH:13]=1)[NH:10][C:9](=[O:14])[CH2:8]2)#[N:4].[Cl:15][C:16]1[CH:21]=[CH:20][C:19]([CH2:22][N:23]2[CH2:27][CH2:26][CH2:25][CH2:24]2)=[CH:18][N+:17]=1[O-].P(Cl)(Cl)Cl.